From a dataset of Catalyst prediction with 721,799 reactions and 888 catalyst types from USPTO. Predict which catalyst facilitates the given reaction. (1) Reactant: [Cl:1][C:2]1[CH:7]=[CH:6][C:5]([CH:8]2[N:12]([C:13]3[CH:14]=[C:15]([CH3:23])[C:16]4[N:17]([C:19]([CH3:22])=[N:20][N:21]=4)[CH:18]=3)[C:11](=[O:24])[CH:10]([C:25](=O)[C:26]3[CH:31]=[CH:30][CH:29]=[N:28][C:27]=3[O:32][CH3:33])[C:9]2=O)=[CH:4][CH:3]=1.[NH2:36][NH2:37]. Product: [Cl:1][C:2]1[CH:7]=[CH:6][C:5]([CH:8]2[C:9]3[NH:36][N:37]=[C:25]([C:26]4[C:27]([O:32][CH3:33])=[N:28][CH:29]=[CH:30][CH:31]=4)[C:10]=3[C:11](=[O:24])[N:12]2[C:13]2[CH:14]=[C:15]([CH3:23])[C:16]3[N:17]([C:19]([CH3:22])=[N:20][N:21]=3)[CH:18]=2)=[CH:4][CH:3]=1. The catalyst class is: 61. (2) Reactant: [Cl:1][C:2]1[CH:7]=[CH:6][C:5]([CH:8]([O:18][CH3:19])[CH2:9][NH:10]C(=O)OC(C)(C)C)=[CH:4][CH:3]=1.FC(F)(F)C(O)=O. Product: [Cl:1][C:2]1[CH:3]=[CH:4][C:5]([CH:8]([O:18][CH3:19])[CH2:9][NH2:10])=[CH:6][CH:7]=1. The catalyst class is: 4. (3) Reactant: [C:1]1([C@H:11]([N:13]([CH2:21][C@@H:22]2[C@@H:26]([C:27]3[CH:32]=[CH:31][CH:30]=[CH:29][CH:28]=3)[CH2:25][NH:24][CH2:23]2)[C:14](=[O:20])[O:15][C:16]([CH3:19])([CH3:18])[CH3:17])[CH3:12])[C:10]2[C:5](=[CH:6][CH:7]=[CH:8][CH:9]=2)[CH:4]=[CH:3][CH:2]=1.CCN=C=NCCCN(C)C.Cl.C1C=CC2N(O)N=NC=2C=1.[NH2:55][S:56]([C:59]1[CH:67]=[CH:66][C:62]([C:63](O)=[O:64])=[CH:61][CH:60]=1)(=[O:58])=[O:57]. Product: [NH2:55][S:56]([C:59]1[CH:60]=[CH:61][C:62]([C:63]([N:24]2[CH2:25][C@H:26]([C:27]3[CH:28]=[CH:29][CH:30]=[CH:31][CH:32]=3)[C@@H:22]([CH2:21][N:13]([C@@H:11]([C:1]3[C:10]4[C:5](=[CH:6][CH:7]=[CH:8][CH:9]=4)[CH:4]=[CH:3][CH:2]=3)[CH3:12])[C:14](=[O:20])[O:15][C:16]([CH3:18])([CH3:19])[CH3:17])[CH2:23]2)=[O:64])=[CH:66][CH:67]=1)(=[O:57])=[O:58]. The catalyst class is: 2. (4) Reactant: [OH:1][CH2:2][CH2:3][O:4][CH2:5][CH2:6][NH:7][C:8](=[O:14])[O:9][C:10]([CH3:13])([CH3:12])[CH3:11].C(N(CC)CC)C.[CH3:22][S:23](Cl)(=[O:25])=[O:24]. Product: [CH3:22][S:23]([O:1][CH2:2][CH2:3][O:4][CH2:5][CH2:6][NH:7][C:8]([O:9][C:10]([CH3:11])([CH3:13])[CH3:12])=[O:14])(=[O:25])=[O:24]. The catalyst class is: 2. (5) Reactant: [NH2:1][C:2]1[C:3]([Cl:9])=[N:4][CH:5]=[C:6](Br)[CH:7]=1.[NH:10]1[CH2:15][CH2:14][O:13][CH2:12][CH2:11]1.C1(P(C2CCCCC2)C2C=CC=CC=2C2C(C(C)C)=CC(C(C)C)=CC=2C(C)C)CCCCC1.O. Product: [Cl:9][C:3]1[C:2]([NH2:1])=[CH:7][C:6]([N:10]2[CH2:15][CH2:14][O:13][CH2:12][CH2:11]2)=[CH:5][N:4]=1. The catalyst class is: 443.